From a dataset of Catalyst prediction with 721,799 reactions and 888 catalyst types from USPTO. Predict which catalyst facilitates the given reaction. (1) Reactant: [CH3:1][Mg]Br.[CH3:4][O:5][C:6]1[CH:46]=[CH:45][C:9]([CH2:10][N:11]([CH2:36][C:37]2[CH:42]=[CH:41][C:40]([O:43][CH3:44])=[CH:39][CH:38]=2)[C:12]2[N:17]=[C:16]([CH3:18])[N:15]=[C:14]([C:19]3[C:20]([NH:27][C:28]4[CH:29]=[N:30][C:31]([O:34][CH3:35])=[CH:32][CH:33]=4)=[N:21][CH:22]=[C:23]([CH:26]=3)[CH:24]=[O:25])[N:13]=2)=[CH:8][CH:7]=1.[Cl-].[NH4+].O. Product: [CH3:44][O:43][C:40]1[CH:39]=[CH:38][C:37]([CH2:36][N:11]([CH2:10][C:9]2[CH:8]=[CH:7][C:6]([O:5][CH3:4])=[CH:46][CH:45]=2)[C:12]2[N:17]=[C:16]([CH3:18])[N:15]=[C:14]([C:19]3[CH:26]=[C:23]([CH:24]([OH:25])[CH3:1])[CH:22]=[N:21][C:20]=3[NH:27][C:28]3[CH:29]=[N:30][C:31]([O:34][CH3:35])=[CH:32][CH:33]=3)[N:13]=2)=[CH:42][CH:41]=1. The catalyst class is: 1. (2) Reactant: [OH:1][C@@H:2]1[CH2:7][CH2:6][CH2:5][CH2:4][C@H:3]1[NH:8][C:9]1[S:10][C:11]2[CH:17]=[C:16]([CH2:18][N:19]3[C:23]4[CH:24]=[CH:25][C:26](/[CH:28]=[CH:29]/[C:30]([O:32]CC)=[O:31])=[CH:27][C:22]=4[N:21]=[CH:20]3)[CH:15]=[CH:14][C:12]=2[N:13]=1.[Li+].[OH-]. Product: [OH:1][C@@H:2]1[CH2:7][CH2:6][CH2:5][CH2:4][C@H:3]1[NH:8][C:9]1[S:10][C:11]2[CH:17]=[C:16]([CH2:18][N:19]3[C:23]4[CH:24]=[CH:25][C:26](/[CH:28]=[CH:29]/[C:30]([OH:32])=[O:31])=[CH:27][C:22]=4[N:21]=[CH:20]3)[CH:15]=[CH:14][C:12]=2[N:13]=1. The catalyst class is: 1. (3) Reactant: [OH-].[Li+].[C:3]([C:5]1[CH:6]=[C:7]([C:11]([O:13]CC)=[O:12])[NH:8][C:9]=1[CH3:10])#[N:4]. Product: [C:3]([C:5]1[CH:6]=[C:7]([C:11]([OH:13])=[O:12])[NH:8][C:9]=1[CH3:10])#[N:4]. The catalyst class is: 5. (4) Reactant: [F:1][C:2]1[CH:10]=[C:9]([N+:11]([O-])=O)[C:8]([O:14][CH3:15])=[CH:7][C:3]=1[C:4]([OH:6])=[O:5].CC(O)=O.[H][H]. Product: [NH2:11][C:9]1[C:8]([O:14][CH3:15])=[CH:7][C:3]([C:4]([OH:6])=[O:5])=[C:2]([F:1])[CH:10]=1. The catalyst class is: 5. (5) Product: [Cl:26][C:27]1[C:34]([O:35][CH2:36][CH3:37])=[CH:33][C:30]([CH2:31][N:1]2[CH2:6][CH2:5][CH:4]([NH:7][C:8]3[O:9][C:10]4[CH:16]=[CH:15][C:14]([O:17][CH2:18][CH2:19][CH2:20][N:21]5[CH:25]=[N:24][CH:23]=[N:22]5)=[CH:13][C:11]=4[N:12]=3)[CH2:3][CH2:2]2)=[CH:29][C:28]=1[O:38][CH2:39][CH3:40]. The catalyst class is: 212. Reactant: [NH:1]1[CH2:6][CH2:5][CH:4]([NH:7][C:8]2[O:9][C:10]3[CH:16]=[CH:15][C:14]([O:17][CH2:18][CH2:19][CH2:20][N:21]4[CH:25]=[N:24][CH:23]=[N:22]4)=[CH:13][C:11]=3[N:12]=2)[CH2:3][CH2:2]1.[Cl:26][C:27]1[C:34]([O:35][CH2:36][CH3:37])=[CH:33][C:30]([CH:31]=O)=[CH:29][C:28]=1[O:38][CH2:39][CH3:40].C([BH3-])#N.[Na+].C(N(C(C)C)C(C)C)C. (6) Reactant: C(OC([N:8]1[CH2:12][C@H:11]([NH:13][S:14]([C:17]2[CH:22]=[CH:21][C:20]([CH3:23])=[CH:19][CH:18]=2)(=[O:16])=[O:15])[C@@H:10]([CH2:24][N:25]([CH:42]([CH3:44])[CH3:43])[C:26](=[O:41])[C:27]2[CH:32]=[CH:31][C:30]([O:33][CH3:34])=[C:29]([O:35][CH2:36][CH2:37][CH2:38][O:39][CH3:40])[CH:28]=2)[CH2:9]1)=O)(C)(C)C.C(O)(C(F)(F)F)=O.C([O-])(O)=O.[Na+]. Product: [CH:42]([N:25]([CH2:24][C@@H:10]1[C@@H:11]([NH:13][S:14]([C:17]2[CH:22]=[CH:21][C:20]([CH3:23])=[CH:19][CH:18]=2)(=[O:15])=[O:16])[CH2:12][NH:8][CH2:9]1)[C:26](=[O:41])[C:27]1[CH:32]=[CH:31][C:30]([O:33][CH3:34])=[C:29]([O:35][CH2:36][CH2:37][CH2:38][O:39][CH3:40])[CH:28]=1)([CH3:43])[CH3:44]. The catalyst class is: 2. (7) The catalyst class is: 18. Product: [NH2:1][C:2]([CH3:6])([CH3:5])[CH2:3][O:4][C:10]1[CH:17]=[CH:16][C:13]([C:14]#[N:15])=[CH:12][N:11]=1. Reactant: [NH2:1][C:2]([CH3:6])([CH3:5])[CH2:3][OH:4].[H-].[Na+].Cl[C:10]1[CH:17]=[CH:16][C:13]([C:14]#[N:15])=[CH:12][N:11]=1.